Dataset: Reaction yield outcomes from USPTO patents with 853,638 reactions. Task: Predict the reaction yield, written as a fraction of the theoretical maximum amount of product (1.0 means a 100% yield; for example, 0.34 means a 34% yield). (1) The reactants are C(NC(C)C)(C)C.C([Li])CCC.[F:13][C:14]([F:27])([F:26])[S:15][C:16]1[CH:21]=[CH:20][C:19]([CH2:22][C:23]([OH:25])=[O:24])=[CH:18][CH:17]=1.I[CH2:29][CH:30]1[CH2:34][CH2:33][CH2:32][CH2:31]1. The catalyst is O1CCCC1.CN1CCCN(C)C1=O. The product is [CH:30]1([CH2:29][CH:22]([C:19]2[CH:18]=[CH:17][C:16]([S:15][C:14]([F:26])([F:13])[F:27])=[CH:21][CH:20]=2)[C:23]([OH:25])=[O:24])[CH2:34][CH2:33][CH2:32][CH2:31]1. The yield is 0.580. (2) The reactants are [CH2:1]([N:8]1[CH2:17][C:16]([CH3:19])([CH3:18])[NH:15][CH2:14][C:9]21[CH2:13][CH2:12][CH2:11][CH2:10]2)[C:2]1[CH:7]=[CH:6][CH:5]=[CH:4][CH:3]=1.[C:20](O[C:20]([O:22][C:23]([CH3:26])([CH3:25])[CH3:24])=[O:21])([O:22][C:23]([CH3:26])([CH3:25])[CH3:24])=[O:21]. The catalyst is C(Cl)Cl. The product is [C:23]([O:22][C:20]([N:15]1[CH2:14][C:9]2([CH2:10][CH2:11][CH2:12][CH2:13]2)[N:8]([CH2:1][C:2]2[CH:3]=[CH:4][CH:5]=[CH:6][CH:7]=2)[CH2:17][C:16]1([CH3:19])[CH3:18])=[O:21])([CH3:26])([CH3:25])[CH3:24]. The yield is 1.00. (3) The reactants are [CH2:1]([O:3][CH2:4][C:5]1[CH:10]=[CH:9][C:8]([C:11]#[CH:12])=[CH:7][CH:6]=1)[CH3:2].I[C:14]1[CH:22]=[CH:21][C:17]([C:18]([OH:20])=[O:19])=[CH:16][CH:15]=1.C1COCC1. The catalyst is CCOC(C)=O.Cl[Pd](Cl)([P](C1C=CC=CC=1)(C1C=CC=CC=1)C1C=CC=CC=1)[P](C1C=CC=CC=1)(C1C=CC=CC=1)C1C=CC=CC=1.[Cu]I. The product is [CH2:1]([O:3][CH2:4][C:5]1[CH:6]=[CH:7][C:8]([C:11]#[C:12][C:14]2[CH:22]=[CH:21][C:17]([C:18]([OH:20])=[O:19])=[CH:16][CH:15]=2)=[CH:9][CH:10]=1)[CH3:2]. The yield is 0.990.